Dataset: Forward reaction prediction with 1.9M reactions from USPTO patents (1976-2016). Task: Predict the product of the given reaction. Given the reactants [NH2:1][C:2]1[C:3]([C:19](=O)[CH:20]=[CH:21][C:22]2[CH:27]=[CH:26][CH:25]=[CH:24][CH:23]=2)=[N:4][C:5]([N:8]2[CH2:13][CH2:12][N:11]([S:14]([CH2:17][CH3:18])(=[O:16])=[O:15])[CH2:10][CH2:9]2)=[CH:6][N:7]=1.Cl.[CH:30]([NH2:32])=[NH:31].[OH-].[Na+], predict the reaction product. The product is: [CH2:17]([S:14]([N:11]1[CH2:12][CH2:13][N:8]([C:5]2[N:4]=[C:3]([C:19]3[CH:20]=[C:21]([C:22]4[CH:27]=[CH:26][CH:25]=[CH:24][CH:23]=4)[N:32]=[CH:30][N:31]=3)[C:2]([NH2:1])=[N:7][CH:6]=2)[CH2:9][CH2:10]1)(=[O:16])=[O:15])[CH3:18].